This data is from Catalyst prediction with 721,799 reactions and 888 catalyst types from USPTO. The task is: Predict which catalyst facilitates the given reaction. (1) Reactant: C([O:3][C:4](=[O:36])[CH2:5][CH2:6][C:7]1[C:16]2[CH2:15][CH2:14][CH2:13][CH2:12][C:11]=2[C:10]([O:17][CH2:18][C:19]2[C:20]([CH3:35])=[N:21][C:22]([C:25]3[CH:30]=[CH:29][C:28]([C:31]([F:34])([F:33])[F:32])=[CH:27][CH:26]=3)=[CH:23][CH:24]=2)=[CH:9][CH:8]=1)C.[OH-].[Li+].Cl. Product: [CH3:35][C:20]1[C:19]([CH2:18][O:17][C:10]2[C:11]3[CH2:12][CH2:13][CH2:14][CH2:15][C:16]=3[C:7]([CH2:6][CH2:5][C:4]([OH:36])=[O:3])=[CH:8][CH:9]=2)=[CH:24][CH:23]=[C:22]([C:25]2[CH:30]=[CH:29][C:28]([C:31]([F:33])([F:34])[F:32])=[CH:27][CH:26]=2)[N:21]=1. The catalyst class is: 8. (2) Reactant: Br[CH2:2][C:3]1[CH:8]=[CH:7][C:6]([B:9]([OH:11])[OH:10])=[CH:5][CH:4]=1.C(=O)([O-])[O-].[K+].[K+].[NH:18]1[CH2:23][CH2:22][O:21][CH2:20][CH2:19]1.O. Product: [O:21]1[CH2:22][CH2:23][N:18]([CH2:2][C:3]2[CH:8]=[CH:7][C:6]([B:9]([OH:11])[OH:10])=[CH:5][CH:4]=2)[CH2:19][CH2:20]1. The catalyst class is: 10.